From a dataset of Full USPTO retrosynthesis dataset with 1.9M reactions from patents (1976-2016). Predict the reactants needed to synthesize the given product. (1) Given the product [CH3:11][O:12][C:13](=[O:39])[C:14]1[CH:19]=[CH:18][CH:17]=[C:16]([CH2:20][N:21]2[C:22]3[C:27](=[CH:26][CH:25]=[CH:24][CH:23]=3)/[C:30](=[C:31](\[C:5]3[CH:6]=[CH:7][C:2]([Cl:1])=[CH:3][CH:4]=3)/[CH:32]3[CH2:37][CH2:36][CH2:35][CH2:34][CH2:33]3)/[C:29]2=[O:38])[CH:15]=1, predict the reactants needed to synthesize it. The reactants are: [Cl:1][C:2]1[CH:7]=[CH:6][C:5](B(O)O)=[CH:4][CH:3]=1.[CH3:11][O:12][C:13](=[O:39])[C:14]1[CH:19]=[CH:18][CH:17]=[C:16]([CH2:20][N:21]([C:29](=[O:38])[C:30]#[C:31][CH:32]2[CH2:37][CH2:36][CH2:35][CH2:34][CH2:33]2)[C:22]2[CH:27]=[CH:26][CH:25]=[CH:24][C:23]=2I)[CH:15]=1. (2) Given the product [Cl:9][C:3]1[CH:4]=[CH:5][CH:6]=[C:7]([F:8])[C:2]=1[NH:10][C:11]1[CH:16]=[CH:15][C:14]([CH3:17])=[CH:13][CH:12]=1, predict the reactants needed to synthesize it. The reactants are: Br[C:2]1[C:7]([F:8])=[CH:6][CH:5]=[CH:4][C:3]=1[Cl:9].[NH2:10][C:11]1[CH:16]=[CH:15][C:14]([CH3:17])=[CH:13][CH:12]=1.C1(P(C2C=CC=CC=2)C2C=CC3C(=CC=CC=3)C=2C2C3C(=CC=CC=3)C=CC=2P(C2C=CC=CC=2)C2C=CC=CC=2)C=CC=CC=1.Cl.C. (3) Given the product [I:1][C:19]1[CH:21]=[CH:22][C:16]([C:14]2[CH:13]=[N:12][N:11]([CH3:10])[CH:15]=2)=[CH:17][C:18]=1[N+:23]([O-:25])=[O:24], predict the reactants needed to synthesize it. The reactants are: [I:1]I.N(OCCCC)=O.[CH3:10][N:11]1[CH:15]=[C:14]([C:16]2[CH:22]=[CH:21][C:19](N)=[C:18]([N+:23]([O-:25])=[O:24])[CH:17]=2)[CH:13]=[N:12]1.S([O-])([O-])=O.[Na+].[Na+]. (4) Given the product [NH2:7][C:8]1([C:12]2[CH:13]=[CH:14][C:15]([C:18]3[C:31]([C:32]4[CH:33]=[CH:34][CH:35]=[CH:36][CH:37]=4)=[C:30]([NH:38][CH:39]4[CH2:40][CH2:41]4)[N:21]4[N:22]=[C:23]5[C:28]([CH:27]=[C:26]([F:29])[CH:25]=[CH:24]5)=[C:20]4[N:19]=3)=[CH:16][CH:17]=2)[CH2:9][CH2:10][CH2:11]1, predict the reactants needed to synthesize it. The reactants are: C(OC(=O)[NH:7][C:8]1([C:12]2[CH:17]=[CH:16][C:15]([C:18]3[C:31]([C:32]4[CH:37]=[CH:36][CH:35]=[CH:34][CH:33]=4)=[C:30]([NH:38][CH:39]4[CH2:41][CH2:40]4)[N:21]4[N:22]=[C:23]5[C:28]([CH:27]=[C:26]([F:29])[CH:25]=[CH:24]5)=[C:20]4[N:19]=3)=[CH:14][CH:13]=2)[CH2:11][CH2:10][CH2:9]1)(C)(C)C.Cl. (5) The reactants are: [I:1]I.[CH3:3][Sn:4]([CH3:17])(C1C=CC=CC=1)[C:5]1[CH:10]=[CH:9][CH:8]=[CH:7][CH:6]=1. Given the product [CH3:3][Sn:4]([I:1])([CH3:17])[C:5]1[CH:10]=[CH:9][CH:8]=[CH:7][CH:6]=1, predict the reactants needed to synthesize it.